Dataset: Reaction yield outcomes from USPTO patents with 853,638 reactions. Task: Predict the reaction yield, written as a fraction of the theoretical maximum amount of product (1.0 means a 100% yield; for example, 0.34 means a 34% yield). (1) The reactants are [CH3:1][C:2]1[CH:7]=[C:6]([CH3:8])[CH:5]=[C:4]([CH3:9])[C:3]=1[NH:10][C:11]([C:13]1[S:17][C:16]([NH:18]C(=O)OC(C)(C)C)=[N:15][C:14]=1[CH3:26])=[O:12]. The catalyst is FC(F)(F)C(O)=O. The product is [NH2:18][C:16]1[S:17][C:13]([C:11]([NH:10][C:3]2[C:4]([CH3:9])=[CH:5][C:6]([CH3:8])=[CH:7][C:2]=2[CH3:1])=[O:12])=[C:14]([CH3:26])[N:15]=1. The yield is 0.910. (2) The reactants are [C:1]1(=[O:7])[O:6][CH2:5][CH2:4][CH2:3][CH2:2]1.[CH:8](OCC)=O.[H-].[Na+].[C:15]1(/[CH:21]=[CH:22]/[C:23](=[NH:25])[NH2:24])[CH:20]=[CH:19][CH:18]=[CH:17][CH:16]=1. The catalyst is C(OCC)C.CCO.O. The product is [OH:6][CH2:5][CH2:4][CH2:3][C:2]1[C:1](=[O:7])[N:25]=[C:23](/[CH:22]=[CH:21]/[C:15]2[CH:20]=[CH:19][CH:18]=[CH:17][CH:16]=2)[NH:24][CH:8]=1. The yield is 0.450. (3) The reactants are [H-].[Na+].[CH3:3][O:4][C:5]1[CH:12]=[CH:11][C:8]([CH2:9][OH:10])=[CH:7][CH:6]=1.Br[C:14]1[CH:15]=[CH:16][C:17]([C:20]#[N:21])=[N:18][CH:19]=1.O. The catalyst is CN(C=O)C. The product is [C:20]([C:17]1[CH:16]=[CH:15][C:14]([O:10][CH2:9][C:8]2[CH:11]=[CH:12][C:5]([O:4][CH3:3])=[CH:6][CH:7]=2)=[CH:19][N:18]=1)#[N:21]. The yield is 0.600.